From a dataset of NCI-60 drug combinations with 297,098 pairs across 59 cell lines. Regression. Given two drug SMILES strings and cell line genomic features, predict the synergy score measuring deviation from expected non-interaction effect. (1) Drug 1: C1=CC(=CC=C1CCC2=CNC3=C2C(=O)NC(=N3)N)C(=O)NC(CCC(=O)O)C(=O)O. Drug 2: CC1CCC2CC(C(=CC=CC=CC(CC(C(=O)C(C(C(=CC(C(=O)CC(OC(=O)C3CCCCN3C(=O)C(=O)C1(O2)O)C(C)CC4CCC(C(C4)OC)O)C)C)O)OC)C)C)C)OC. Cell line: SR. Synergy scores: CSS=49.2, Synergy_ZIP=-8.85, Synergy_Bliss=-11.3, Synergy_Loewe=-5.89, Synergy_HSA=-3.25. (2) Drug 1: C1=NC(=NC(=O)N1C2C(C(C(O2)CO)O)O)N. Drug 2: C1=CC=C(C=C1)NC(=O)CCCCCCC(=O)NO. Cell line: K-562. Synergy scores: CSS=41.5, Synergy_ZIP=-4.54, Synergy_Bliss=-4.33, Synergy_Loewe=-0.619, Synergy_HSA=1.31. (3) Drug 1: COC1=C(C=C2C(=C1)N=CN=C2NC3=CC(=C(C=C3)F)Cl)OCCCN4CCOCC4. Drug 2: CC1=C(C(=CC=C1)Cl)NC(=O)C2=CN=C(S2)NC3=CC(=NC(=N3)C)N4CCN(CC4)CCO. Cell line: SF-539. Synergy scores: CSS=25.9, Synergy_ZIP=-3.26, Synergy_Bliss=2.39, Synergy_Loewe=2.94, Synergy_HSA=4.27. (4) Drug 1: CC1C(C(CC(O1)OC2CC(CC3=C2C(=C4C(=C3O)C(=O)C5=C(C4=O)C(=CC=C5)OC)O)(C(=O)C)O)N)O.Cl. Drug 2: CC(C)CN1C=NC2=C1C3=CC=CC=C3N=C2N. Cell line: RXF 393. Synergy scores: CSS=12.6, Synergy_ZIP=-3.87, Synergy_Bliss=1.80, Synergy_Loewe=-10.8, Synergy_HSA=0.549. (5) Drug 2: CC1C(C(=O)NC(C(=O)N2CCCC2C(=O)N(CC(=O)N(C(C(=O)O1)C(C)C)C)C)C(C)C)NC(=O)C3=C4C(=C(C=C3)C)OC5=C(C(=O)C(=C(C5=N4)C(=O)NC6C(OC(=O)C(N(C(=O)CN(C(=O)C7CCCN7C(=O)C(NC6=O)C(C)C)C)C)C(C)C)C)N)C. Drug 1: CC12CCC(CC1=CCC3C2CCC4(C3CC=C4C5=CN=CC=C5)C)O. Cell line: SK-MEL-2. Synergy scores: CSS=24.6, Synergy_ZIP=24.7, Synergy_Bliss=27.0, Synergy_Loewe=20.6, Synergy_HSA=23.0.